From a dataset of Peptide-MHC class I binding affinity with 185,985 pairs from IEDB/IMGT. Regression. Given a peptide amino acid sequence and an MHC pseudo amino acid sequence, predict their binding affinity value. This is MHC class I binding data. (1) The peptide sequence is QSVRYLVMAI. The binding affinity (normalized) is 0.320. The MHC is H-2-Kb with pseudo-sequence H-2-Kb. (2) The peptide sequence is LMAEALKE. The MHC is Mamu-B08 with pseudo-sequence Mamu-B08. The binding affinity (normalized) is 0. (3) The peptide sequence is AYLRKHFSM. The MHC is HLA-A30:02 with pseudo-sequence HLA-A30:02. The binding affinity (normalized) is 0.